Dataset: Peptide-MHC class II binding affinity with 134,281 pairs from IEDB. Task: Regression. Given a peptide amino acid sequence and an MHC pseudo amino acid sequence, predict their binding affinity value. This is MHC class II binding data. The peptide sequence is KLRSAGELELQFRRV. The MHC is HLA-DQA10301-DQB10302 with pseudo-sequence HLA-DQA10301-DQB10302. The binding affinity (normalized) is 0.129.